Dataset: Reaction yield outcomes from USPTO patents with 853,638 reactions. Task: Predict the reaction yield, written as a fraction of the theoretical maximum amount of product (1.0 means a 100% yield; for example, 0.34 means a 34% yield). (1) The product is [NH2:2][CH2:1][C:3]1[CH:17]=[CH:16][C:6]([C:7]([NH:9][C@H:10]([CH3:15])[C:11]([F:12])([F:13])[F:14])=[O:8])=[C:5]([F:18])[CH:4]=1. The catalyst is C(O)C.O.C(O)(=O)C.[Pd]. The reactants are [C:1]([C:3]1[CH:17]=[CH:16][C:6]([C:7]([NH:9][C@H:10]([CH3:15])[C:11]([F:14])([F:13])[F:12])=[O:8])=[C:5]([F:18])[CH:4]=1)#[N:2]. The yield is 0.940. (2) The reactants are [Br:1][C:2]1[CH:3]=[CH:4][C:5](F)=[C:6]([N+:8]([O-:10])=[O:9])[CH:7]=1.[C:12]1([OH:18])[CH:17]=[CH:16][CH:15]=[CH:14][CH:13]=1.BrC1C=CC=C(C=1)OC1C=CC=CC=1C#N.CO[C@@H]1[C@@H](C(OC)=O)[C@@H]2[C@@H](CN3[C@H](C2)C2NC4C=C(OC)C=CC=4C=2CC3)C[C@H]1OC(C1C=C(OC)C(OC)=C(OC)C=1)=O. The catalyst is C(#N)C. The product is [Br:1][C:2]1[CH:3]=[CH:4][C:5]([O:18][C:12]2[CH:17]=[CH:16][CH:15]=[CH:14][CH:13]=2)=[C:6]([N+:8]([O-:10])=[O:9])[CH:7]=1. The yield is 1.00. (3) The catalyst is O1CCCC1. The yield is 0.330. The product is [C:21]([C:11]1[C:10]([N:7]2[CH2:8][CH2:9][C@H:5]([NH:4][C:1](=[O:3])[CH3:2])[CH2:6]2)=[C:19]2[C:14]([CH:15]=[CH:16][CH:17]=[N:18]2)=[C:13]([Cl:20])[CH:12]=1)(=[O:22])[CH3:27]. The reactants are [C:1]([NH:4][C@H:5]1[CH2:9][CH2:8][N:7]([C:10]2[C:11]([C:21](N(OC)C)=[O:22])=[CH:12][C:13]([Cl:20])=[C:14]3[C:19]=2[N:18]=[CH:17][CH:16]=[CH:15]3)[CH2:6]1)(=[O:3])[CH3:2].[CH3:27][Mg]Br. (4) The reactants are [CH2:1]([O:8][C:9]1[CH:18]=[CH:17][C:12]2[S:13]C(=O)[O:15][C:11]=2[CH:10]=1)[C:2]1[CH:7]=[CH:6][CH:5]=[CH:4][CH:3]=1.[OH-].[K+]. The product is [CH2:1]([O:8][C:9]1[CH:18]=[CH:17][C:12]([SH:13])=[C:11]([OH:15])[CH:10]=1)[C:2]1[CH:3]=[CH:4][CH:5]=[CH:6][CH:7]=1. The yield is 0.814. The catalyst is O1CCOCC1. (5) The reactants are [Cl:1][C:2]1[CH:14]=[C:13]([Cl:15])[CH:12]=[CH:11][C:3]=1[CH2:4][NH:5][C@H:6]1[CH2:10][CH2:9][NH:8][CH2:7]1.Cl[C:17]1[N:22]=[C:21]([C:23]([F:26])([F:25])[F:24])[CH:20]=[CH:19][N:18]=1.C(=O)([O-])[O-].[K+].[K+]. No catalyst specified. The product is [Cl:1][C:2]1[CH:14]=[C:13]([Cl:15])[CH:12]=[CH:11][C:3]=1[CH2:4][NH:5][C@H:6]1[CH2:10][CH2:9][N:8]([C:17]2[N:22]=[C:21]([C:23]([F:26])([F:25])[F:24])[CH:20]=[CH:19][N:18]=2)[CH2:7]1. The yield is 0.660. (6) The reactants are [Si:1]([O:8][CH2:9][C@@H:10]([NH2:12])[CH3:11])([C:4]([CH3:7])([CH3:6])[CH3:5])([CH3:3])[CH3:2].[Cl:13][C:14]1[C:19]([CH2:20][CH:21]=O)=[C:18](Cl)[N:17]=[CH:16][N:15]=1. The catalyst is C(O)C. The product is [Si:1]([O:8][CH2:9][C@@H:10]([N:12]1[C:18]2[N:17]=[CH:16][N:15]=[C:14]([Cl:13])[C:19]=2[CH:20]=[CH:21]1)[CH3:11])([C:4]([CH3:7])([CH3:6])[CH3:5])([CH3:3])[CH3:2]. The yield is 0.670.